From a dataset of Full USPTO retrosynthesis dataset with 1.9M reactions from patents (1976-2016). Predict the reactants needed to synthesize the given product. (1) Given the product [CH2:1]([N:3]([C:6]1[CH:11]=[CH:10][C:9]([C:27]#[C:26][Si:23]([CH3:25])([CH3:24])[CH3:22])=[CH:8][CH:7]=1)[CH2:4][CH3:5])[CH3:2], predict the reactants needed to synthesize it. The reactants are: [CH2:1]([N:3]([C:6]1[CH:11]=[CH:10][C:9](I)=[CH:8][CH:7]=1)[CH2:4][CH3:5])[CH3:2].C(N(C(C)C)CC)(C)C.[CH3:22][Si:23]([C:26]#[CH:27])([CH3:25])[CH3:24]. (2) Given the product [C:12]([O:16][C:17](=[O:21])[C:11]([C:10]#[N:9])([CH3:1])[CH3:23])([CH3:15])([CH3:14])[CH3:13], predict the reactants needed to synthesize it. The reactants are: [CH2:1]1[CH2:11][CH2:10][N:9]2C(=[N:9][CH2:10][CH2:11][CH2:1]2)CC1.[C:12]([O:16][C:17](=[O:21])CC#N)([CH3:15])([CH3:14])[CH3:13].I[CH3:23]. (3) Given the product [F:17][C:18]1[CH:19]=[CH:20][C:21]([C:24]2[C:36]([C@H:37]([OH:49])[C:38]3[CH:43]=[CH:42][C:41]([O:44][C:45]([F:47])([F:48])[F:46])=[CH:40][CH:39]=3)=[C:35]([CH:50]([CH3:51])[CH3:52])[CH:34]=[C:33]3[C:25]=2[C@@H:26]([OH:53])[CH2:27][C:28]2([O:32]3)[CH2:31][CH2:30][CH2:29]2)=[CH:22][CH:23]=1, predict the reactants needed to synthesize it. The reactants are: N[C@@H]1C2C(=CC=CC=2)C[C@@H]1O.O1CCCC1.[F:17][C:18]1[CH:23]=[CH:22][C:21]([C:24]2[C:36]([CH:37]([OH:49])[C:38]3[CH:43]=[CH:42][C:41]([O:44][C:45]([F:48])([F:47])[F:46])=[CH:40][CH:39]=3)=[C:35]([CH:50]([CH3:52])[CH3:51])[CH:34]=[C:33]3[C:25]=2[C:26](=[O:53])[CH2:27][C:28]2([O:32]3)[CH2:31][CH2:30][CH2:29]2)=[CH:20][CH:19]=1. (4) Given the product [CH3:1][C:2]([CH3:21])([CH3:20])[CH2:3][N:4]([CH2:17][CH2:18][OH:19])[C:5]1[CH:12]=[CH:11][C:8]([C:9]#[N:10])=[C:7]([C:13]([F:14])([F:15])[F:16])[CH:6]=1, predict the reactants needed to synthesize it. The reactants are: [CH3:1][C:2]([CH3:21])([CH3:20])[CH2:3][N:4]([CH2:17][CH:18]=[O:19])[C:5]1[CH:12]=[CH:11][C:8]([C:9]#[N:10])=[C:7]([C:13]([F:16])([F:15])[F:14])[CH:6]=1.[BH4-].[Na+].[NH4+].[Cl-].